Dataset: Reaction yield outcomes from USPTO patents with 853,638 reactions. Task: Predict the reaction yield, written as a fraction of the theoretical maximum amount of product (1.0 means a 100% yield; for example, 0.34 means a 34% yield). (1) The reactants are [C:1]([O:5][C:6]([NH:8][CH:9]([CH2:23][C:24]1[CH:29]=[CH:28][CH:27]=[CH:26][CH:25]=1)[CH2:10][CH2:11][CH2:12][C:13]1[CH:22]=[CH:21][CH:20]=[CH:19][C:14]=1[C:15](OC)=[O:16])=[O:7])([CH3:4])([CH3:3])[CH3:2].[H-].[H-].[H-].[H-].[Li+].[Al+3].CC(=O)OCC. The catalyst is C1COCC1. The product is [C:1]([O:5][C:6](=[O:7])[NH:8][CH:9]([CH2:10][CH2:11][CH2:12][C:13]1[CH:22]=[CH:21][CH:20]=[CH:19][C:14]=1[CH2:15][OH:16])[CH2:23][C:24]1[CH:25]=[CH:26][CH:27]=[CH:28][CH:29]=1)([CH3:4])([CH3:2])[CH3:3]. The yield is 0.790. (2) The product is [CH3:8][N:7]1[C:6](=[O:9])[CH:5]=[C:4]([C:10]2[CH:15]=[CH:14][N:13]=[CH:12][CH:11]=2)[N:3]=[CH:2]1. The yield is 0.540. The reactants are Cl[C:2]1[N:7]([CH3:8])[C:6](=[O:9])[CH:5]=[C:4]([C:10]2[CH:15]=[CH:14][N:13]=[CH:12][CH:11]=2)[N:3]=1.C(N(C(C)C)CC)(C)C.O. The catalyst is CN(C)C=O. (3) The reactants are [CH3:1][O:2][C:3]1[CH:8]=[CH:7][C:6]([CH:9](O)[CH3:10])=[CH:5][CH:4]=1.CC(OI1(OC(C)=O)(OC(C)=O)OC(=O)C2C=CC=CC1=2)=[O:14]. The catalyst is C(Cl)Cl. The product is [CH3:1][O:2][C:3]1[CH:8]=[CH:7][C:6]([CH2:9][CH:10]=[O:14])=[CH:5][CH:4]=1. The yield is 0.340. (4) The reactants are Cl[C:2]1[N:7]=[C:6]([Cl:8])[N:5]=[C:4]([O:9][CH2:10][C@H:11]2[CH2:13][C:12]2([F:15])[F:14])[N:3]=1.Cl.[NH:17]1[CH2:22][CH2:21][CH:20]([C:23]2[C:31]3[C:26](=[N:27][CH:28]=[CH:29][CH:30]=3)[NH:25][N:24]=2)[CH2:19][CH2:18]1.CCN(C(C)C)C(C)C. The catalyst is C1COCC1.CO. The product is [Cl:8][C:6]1[N:5]=[C:4]([O:9][CH2:10][C@H:11]2[CH2:13][C:12]2([F:15])[F:14])[N:3]=[C:2]([N:17]2[CH2:18][CH2:19][CH:20]([C:23]3[C:31]4[C:26](=[N:27][CH:28]=[CH:29][CH:30]=4)[NH:25][N:24]=3)[CH2:21][CH2:22]2)[N:7]=1. The yield is 0.840.